This data is from Full USPTO retrosynthesis dataset with 1.9M reactions from patents (1976-2016). The task is: Predict the reactants needed to synthesize the given product. (1) Given the product [C:14]([O:18][C:19]([N:21]1[CH2:29][C:28]2[C:27]([O:30][C:31]3[CH:32]=[C:33]4[C:37](=[CH:38][CH:39]=3)[N:36]([C:40](=[O:52])[NH:41][C:42]3[CH:46]=[C:45]([C:47]5([CH:50]=[O:51])[CH2:48][CH2:49]5)[O:44][N:43]=3)[CH:35]=[CH:34]4)=[N:26][CH:25]=[N:24][C:23]=2[CH2:22]1)=[O:20])([CH3:17])([CH3:15])[CH3:16], predict the reactants needed to synthesize it. The reactants are: N1C=CC=CC=1.C(N(CC)CC)C.[C:14]([O:18][C:19]([N:21]1[CH2:29][C:28]2[C:27]([O:30][C:31]3[CH:32]=[C:33]4[C:37](=[CH:38][CH:39]=3)[N:36]([C:40](=[O:52])[NH:41][C:42]3[CH:46]=[C:45]([C:47]5([CH2:50][OH:51])[CH2:49][CH2:48]5)[O:44][N:43]=3)[CH:35]=[CH:34]4)=[N:26][CH:25]=[N:24][C:23]=2[CH2:22]1)=[O:20])([CH3:17])([CH3:16])[CH3:15]. (2) Given the product [O:50]=[C:36]([CH2:35][CH2:51][CH3:52])[C:37]([O:39][CH2:40][CH2:41][CH:42]([CH3:49])[CH2:43][CH2:44][CH:45]=[C:46]([CH3:47])[CH3:48])=[O:38], predict the reactants needed to synthesize it. The reactants are: CC(CCC=C(C)C)CCC(C)C(=O)C([O-])=O.CC(CCC=C(C)C)CCCC(=O)C([O-])=O.C[CH:35]([CH2:51][CH3:52])[C:36](=[O:50])[C:37]([O:39][CH2:40][CH2:41][CH:42]([CH3:49])[CH2:43][CH2:44][CH:45]=[C:46]([CH3:48])[CH3:47])=[O:38]. (3) Given the product [Cl:20][C:21]1[CH:26]=[C:25]([Cl:27])[CH:24]=[CH:23][C:22]=1[CH2:28][C:29]([N:4]1[CH2:5][CH2:6][C:7]2[C:8]3[C:13](=[CH:12][CH:11]=[CH:10][CH:9]=3)[NH:14][C:15]=2[CH:3]1[CH2:16][N:17]([CH3:19])[CH3:18])=[O:30], predict the reactants needed to synthesize it. The reactants are: Cl.Cl.[CH:3]1([CH2:16][N:17]([CH3:19])[CH3:18])[C:15]2[NH:14][C:13]3[C:8](=[CH:9][CH:10]=[CH:11][CH:12]=3)[C:7]=2[CH2:6][CH2:5][NH:4]1.[Cl:20][C:21]1[CH:26]=[C:25]([Cl:27])[CH:24]=[CH:23][C:22]=1[CH2:28][C:29](O)=[O:30].O.ON1C2C=CC=CC=2N=N1.C(N(C(C)C)CC)(C)C.C(Cl)CCl. (4) Given the product [CH3:1][C@H:2]1[CH2:7][CH2:6][C@H:5]([C:8]([N:10]([CH:33]([CH3:35])[CH3:34])[C:11]2[CH:15]=[C:14]([C:16]3[CH:17]=[CH:18][C:19]([NH:22][C:23]([C:25]4[N:26]=[CH:27][S:28][CH:29]=4)=[O:24])=[CH:20][CH:21]=3)[S:13][C:12]=2[C:30]([O-:32])=[O:31])=[O:9])[CH2:4][CH2:3]1.[K+:37], predict the reactants needed to synthesize it. The reactants are: [CH3:1][C@H:2]1[CH2:7][CH2:6][C@H:5]([C:8]([N:10]([CH:33]([CH3:35])[CH3:34])[C:11]2[CH:15]=[C:14]([C:16]3[CH:21]=[CH:20][C:19]([NH:22][C:23]([C:25]4[N:26]=[CH:27][S:28][CH:29]=4)=[O:24])=[CH:18][CH:17]=3)[S:13][C:12]=2[C:30]([OH:32])=[O:31])=[O:9])[CH2:4][CH2:3]1.[OH-].[K+:37]. (5) Given the product [CH2:1]([C:3]([C:21]1[CH:26]=[CH:25][C:24]([O:27][CH2:30][CH2:31][CH2:32][CH2:33][CH2:34][CH2:35][N:36]2[C:37](=[O:46])[C:38]3[C:39](=[CH:42][CH:43]=[CH:44][CH:45]=3)[C:40]2=[O:41])=[C:23]([CH3:28])[CH:22]=1)([C:6]1[CH:11]=[CH:10][C:9]([CH2:12][CH2:13][CH:14]([OH:19])[C:15]([CH3:17])([CH3:18])[CH3:16])=[C:8]([CH3:20])[CH:7]=1)[CH2:4][CH3:5])[CH3:2], predict the reactants needed to synthesize it. The reactants are: [CH2:1]([C:3]([C:21]1[CH:26]=[CH:25][C:24]([OH:27])=[C:23]([CH3:28])[CH:22]=1)([C:6]1[CH:11]=[CH:10][C:9]([CH2:12][CH2:13][CH:14]([OH:19])[C:15]([CH3:18])([CH3:17])[CH3:16])=[C:8]([CH3:20])[CH:7]=1)[CH2:4][CH3:5])[CH3:2].Br[CH2:30][CH2:31][CH2:32][CH2:33][CH2:34][CH2:35][N:36]1[C:40](=[O:41])[C:39]2=[CH:42][CH:43]=[CH:44][CH:45]=[C:38]2[C:37]1=[O:46].